Predict the product of the given reaction. From a dataset of Forward reaction prediction with 1.9M reactions from USPTO patents (1976-2016). (1) Given the reactants [CH3:1][N:2]([CH2:13][C:14]1[N:18]([CH2:19][C@H:20]2[CH2:25][CH2:24][CH2:23][NH:22][CH2:21]2)[C:17]2[CH:26]=[CH:27][CH:28]=[CH:29][C:16]=2[N:15]=1)[C@@H:3]1[C:12]2[N:11]=[CH:10][CH:9]=[CH:8][C:7]=2[CH2:6][CH2:5][CH2:4]1.[N:30]1[CH:35]=[CH:34][CH:33]=[CH:32][C:31]=1[CH:36]=O.C(O)(=O)C.[BH-](OC(C)=O)(OC(C)=O)OC(C)=O.[Na+].C([O-])([O-])=O.[Na+].[Na+], predict the reaction product. The product is: [CH3:1][N:2]([CH2:13][C:14]1[N:18]([CH2:19][C@H:20]2[CH2:25][CH2:24][CH2:23][N:22]([CH2:36][C:31]3[CH:32]=[CH:33][CH:34]=[CH:35][N:30]=3)[CH2:21]2)[C:17]2[CH:26]=[CH:27][CH:28]=[CH:29][C:16]=2[N:15]=1)[C@@H:3]1[C:12]2[N:11]=[CH:10][CH:9]=[CH:8][C:7]=2[CH2:6][CH2:5][CH2:4]1. (2) Given the reactants C(OC(=O)C)(=O)C.[N+:8]([O-:11])(O)=[O:9].[CH3:12][C:13]1[S:17][C:16]([C:18]([OH:20])=[O:19])=[CH:15][CH:14]=1, predict the reaction product. The product is: [CH3:12][C:13]1[S:17][C:16]([C:18]([OH:20])=[O:19])=[CH:15][C:14]=1[N+:8]([O-:11])=[O:9]. (3) Given the reactants C[O:2][CH:3](OC)[C:4]1[CH:9]=[CH:8][N:7]=[CH:6][C:5]=1[O:10][CH2:11][C:12]1[N:17]=[C:16]([C:18]([OH:20])=[O:19])[CH:15]=[CH:14][CH:13]=1.CS(C)=O.[F:27][C:28]([F:33])([F:32])[C:29]([OH:31])=[O:30], predict the reaction product. The product is: [F:27][C:28]([F:33])([F:32])[C:29]([OH:31])=[O:30].[CH:3]([C:4]1[CH:9]=[CH:8][N:7]=[CH:6][C:5]=1[O:10][CH2:11][C:12]1[N:17]=[C:16]([C:18]([OH:20])=[O:19])[CH:15]=[CH:14][CH:13]=1)=[O:2]. (4) Given the reactants [Br:1][C:2]1[CH:12]=[CH:11][C:5]([O:6][CH2:7][C:8]([NH2:10])=[O:9])=[C:4]([C:13]#[N:14])[CH:3]=1.N1CCC[CH2:17][CH2:16]1.[OH:21][CH:22]1[CH2:27][CH2:26][NH:25][CH2:24][CH2:23]1, predict the reaction product. The product is: [Br:1][C:2]1[CH:12]=[CH:11][C:5]2[O:6][C:7]3[C:8](=[O:9])[NH:10][C:16]([CH2:17][N:25]4[CH2:26][CH2:27][CH:22]([OH:21])[CH2:23][CH2:24]4)=[N:14][C:13]=3[C:4]=2[CH:3]=1. (5) Given the reactants Br[C:2]1[CH:7]=[CH:6][C:5]([CH:8]([F:10])[F:9])=[CH:4][C:3]=1[F:11].C([Li])CCC.CN([CH:20]=[O:21])C, predict the reaction product. The product is: [F:9][CH:8]([F:10])[C:5]1[CH:6]=[CH:7][C:2]([CH:20]=[O:21])=[C:3]([F:11])[CH:4]=1. (6) Given the reactants Br[C:2]1[CH:10]=[CH:9][CH:8]=[C:7]2[C:3]=1[C:4]([CH2:16][CH2:17][C:18]([O:20][CH2:21][CH3:22])=[O:19])=[C:5]([C:11]([O:13][CH2:14][CH3:15])=[O:12])[NH:6]2.[CH3:23]B(O)O.C(=O)([O-])[O-].[K+].[K+], predict the reaction product. The product is: [CH2:21]([O:20][C:18](=[O:19])[CH2:17][CH2:16][C:4]1[C:3]2[C:7](=[CH:8][CH:9]=[CH:10][C:2]=2[CH3:23])[NH:6][C:5]=1[C:11]([O:13][CH2:14][CH3:15])=[O:12])[CH3:22].